This data is from Forward reaction prediction with 1.9M reactions from USPTO patents (1976-2016). The task is: Predict the product of the given reaction. (1) The product is: [Br:7][C:8]1[N:9]=[CH:10][C:11]2[CH:15]=[C:16]([C:17]3[CH:18]=[N:19][N:20]([CH3:22])[CH:21]=3)[NH:14][C:12]=2[CH:13]=1. Given the reactants CC(C)([O-])C.[K+].[Br:7][C:8]1[CH:13]=[C:12]([NH2:14])[C:11]([C:15]#[C:16][C:17]2[CH:18]=[N:19][N:20]([CH3:22])[CH:21]=2)=[CH:10][N:9]=1.[Cl-].[NH4+].O, predict the reaction product. (2) Given the reactants [C:1]([O:5][C:6](=[O:19])[NH:7][C:8]1[CH:13]=[CH:12][C:11]([C:14]([F:17])([F:16])[F:15])=[CH:10][C:9]=1[NH2:18])([CH3:4])([CH3:3])[CH3:2].[C:20]([O:26][CH2:27][C:28]1[CH:33]=[CH:32][CH:31]=[CH:30][CH:29]=1)(=[O:25])[CH2:21][C:22]([O-])=[O:23].C(N(CC)C(C)C)(C)C.CN(C(ON1N=NC2C=CC=NC1=2)=[N+](C)C)C.F[P-](F)(F)(F)(F)F, predict the reaction product. The product is: [CH2:27]([O:26][C:20](=[O:25])[CH2:21][C:22]([NH:18][C:9]1[CH:10]=[C:11]([C:14]([F:17])([F:16])[F:15])[CH:12]=[CH:13][C:8]=1[NH:7][C:6]([O:5][C:1]([CH3:4])([CH3:2])[CH3:3])=[O:19])=[O:23])[C:28]1[CH:33]=[CH:32][CH:31]=[CH:30][CH:29]=1. (3) Given the reactants [P:1]([O-:5])([O-:4])([O-:3])=[O:2].[Ca+2:6].[P:7]([O-])([O-:10])([O-:9])=[O:8].[Ca+2].[Ca+2], predict the reaction product. The product is: [O-:2][P:1]([O:5][P:7]([O-:10])([O-:9])=[O:8])(=[O:4])[O-:3].[Ca+2:6].[Ca+2:6]. (4) Given the reactants [NH:1]1[CH2:6][CH2:5][CH2:4][CH2:3][CH:2]1[CH2:7][OH:8].[CH:9](=O)[C:10]1[CH:15]=[CH:14][CH:13]=[CH:12][CH:11]=1.[BH3-]C#N.[Na+], predict the reaction product. The product is: [CH2:9]([N:1]1[CH2:6][CH2:5][CH2:4][CH2:3][CH:2]1[CH2:7][OH:8])[C:10]1[CH:15]=[CH:14][CH:13]=[CH:12][CH:11]=1.